From a dataset of Reaction yield outcomes from USPTO patents with 853,638 reactions. Predict the reaction yield, written as a fraction of the theoretical maximum amount of product (1.0 means a 100% yield; for example, 0.34 means a 34% yield). The reactants are [Br:1][C:2]1[CH:3]=[C:4]2[C:8](=[CH:9][C:10]=1[N+:11]([O-:13])=[O:12])[NH:7][N:6]=[CH:5]2.[OH-].[K+].C1C(=O)N([I:23])C(=O)C1.O. The catalyst is CN(C=O)C. The product is [Br:1][C:2]1[CH:3]=[C:4]2[C:8](=[CH:9][C:10]=1[N+:11]([O-:13])=[O:12])[NH:7][N:6]=[C:5]2[I:23]. The yield is 0.790.